Dataset: Full USPTO retrosynthesis dataset with 1.9M reactions from patents (1976-2016). Task: Predict the reactants needed to synthesize the given product. (1) Given the product [Si:9]([O:16][C@@H:17]([CH2:21][O:22][CH3:23])[C:18]([NH:40][C:37]1[CH:36]=[CH:35][C:34]([CH3:33])=[CH:39][N:38]=1)=[O:20])([C:12]([CH3:13])([CH3:14])[CH3:15])([CH3:10])[CH3:11], predict the reactants needed to synthesize it. The reactants are: ClC(N(C)C)=C(C)C.[Si:9]([O:16][C@@H:17]([CH2:21][O:22][CH3:23])[C:18]([OH:20])=O)([C:12]([CH3:15])([CH3:14])[CH3:13])([CH3:11])[CH3:10].C(N(C(C)C)C(C)C)C.[CH3:33][C:34]1[CH:35]=[CH:36][C:37]([NH2:40])=[N:38][CH:39]=1.C(O)(=O)CC(CC(O)=O)(C(O)=O)O. (2) Given the product [Cl:1][C:2]1[CH:3]=[CH:4][C:5]([N:15]2[CH:19]=[C:18]([Cl:20])[N:17]=[N:16]2)=[C:6]([C:8]2[N:13]=[CH:12][N:11]([C@@H:57]3[C:73]4[CH:74]=[C:69]([CH:70]=[N:71][CH:72]=4)[C:68]4[N:67]([CH:75]([F:76])[F:77])[N:66]=[CH:65][C:64]=4[NH:63][C:62](=[O:78])[C@H:61]([CH3:79])[CH2:60][CH2:59][CH2:58]3)[C:10](=[O:14])[CH:9]=2)[CH:7]=1, predict the reactants needed to synthesize it. The reactants are: [Cl:1][C:2]1[CH:3]=[CH:4][C:5]([N:15]2[CH:19]=[C:18]([Cl:20])[N:17]=[N:16]2)=[C:6]([C:8]2[N:13]=[CH:12][N:11]=[C:10]([OH:14])[CH:9]=2)[CH:7]=1.CN(C(ON1N=NC2C=CC=NC1=2)=[N+](C)C)C.F[P-](F)(F)(F)(F)F.C1CCN2C(=NCCC2)CC1.N[C@@H:57]1[C:73]2[CH:74]=[C:69]([CH:70]=[N:71][CH:72]=2)[C:68]2[N:67]([CH:75]([F:77])[F:76])[N:66]=[CH:65][C:64]=2[NH:63][C:62](=[O:78])[C@H:61]([CH3:79])[CH2:60][CH2:59][CH2:58]1. (3) Given the product [CH:1]1([C:8]2[CH:13]=[CH:12][CH:11]=[CH:10][C:9]=2[N:14]2[CH2:21][CH2:20][NH:19][CH2:18][CH2:17]2)[CH2:2][CH2:3][CH2:4][CH2:5][CH2:6][CH2:7]1, predict the reactants needed to synthesize it. The reactants are: [CH:1]1([C:8]2[CH:13]=[CH:12][CH:11]=[CH:10][C:9]=2[NH2:14])[CH2:7][CH2:6][CH2:5][CH2:4][CH2:3][CH2:2]1.Cl.Cl[CH2:17][CH2:18][NH:19][CH2:20][CH2:21]Cl. (4) The reactants are: [NH2:1][C:2]1[CH:10]=[C:9]([Br:11])[CH:8]=[CH:7][C:3]=1[C:4]([OH:6])=[O:5].C[Si](Cl)(C)C.N1C=CC=CC=1.[C:23]1([S:29](Cl)(=[O:31])=[O:30])[CH:28]=[CH:27][CH:26]=[CH:25][CH:24]=1.Cl. Given the product [Br:11][C:9]1[CH:8]=[CH:7][C:3]([C:4]([OH:6])=[O:5])=[C:2]([NH:1][S:29]([C:23]2[CH:28]=[CH:27][CH:26]=[CH:25][CH:24]=2)(=[O:31])=[O:30])[CH:10]=1, predict the reactants needed to synthesize it. (5) Given the product [O:11]=[C:10]1[NH:17][C:16]([CH2:18][OH:19])([C:21]2[CH:26]=[CH:25][CH:24]=[CH:23][CH:22]=2)[C:15](=[O:14])[N:9]1[C:6]1[CH:7]=[CH:8][C:3]([C:1]#[N:2])=[C:4]([O:12][CH3:13])[CH:5]=1, predict the reactants needed to synthesize it. The reactants are: [C:1]([C:3]1[CH:8]=[CH:7][C:6]([N:9]=[C:10]=[O:11])=[CH:5][C:4]=1[O:12][CH3:13])#[N:2].[OH:14][CH2:15][C:16]([C:21]1[CH:26]=[CH:25][CH:24]=[CH:23][CH:22]=1)([C:18](O)=[O:19])[NH2:17].[Na].Cl.C(=O)(O)[O-].[Na+].